This data is from Reaction yield outcomes from USPTO patents with 853,638 reactions. The task is: Predict the reaction yield, written as a fraction of the theoretical maximum amount of product (1.0 means a 100% yield; for example, 0.34 means a 34% yield). (1) The reactants are Cl.Cl.[Cl:3][C:4]1[C:12]2[NH:11][N:10]=[CH:9][C:8]=2[C:7]2[CH2:13][N:14]([CH2:23][C:24]3[CH:29]=[CH:28][N:27]=[CH:26][CH:25]=3)[C:15](=[O:22])[C@H:16]([CH2:18][C:19](O)=[O:20])[CH2:17][C:6]=2[CH:5]=1.Cl.[O:31]=[C:32]1[N:41]([CH:42]2[CH2:47][CH2:46][NH:45][CH2:44][CH2:43]2)[CH2:40][C:39]2[C:34](=[CH:35][CH:36]=[CH:37][CH:38]=2)[NH:33]1.ClC1C2NN=CC=2C2CN(CC(C)(C)C)C(=O)[C@H](CC(=O)N3CCC(N4CC5C(=CC=CC=5)NC4=O)CC3)CC=2C=1. No catalyst specified. The product is [Cl:3][C:4]1[C:12]2[NH:11][N:10]=[CH:9][C:8]=2[C:7]2[CH2:13][N:14]([CH2:23][C:24]3[CH:25]=[CH:26][N:27]=[CH:28][CH:29]=3)[C:15](=[O:22])[C@H:16]([CH2:18][C:19](=[O:20])[N:45]3[CH2:44][CH2:43][CH:42]([N:41]4[CH2:40][C:39]5[C:34](=[CH:35][CH:36]=[CH:37][CH:38]=5)[NH:33][C:32]4=[O:31])[CH2:47][CH2:46]3)[CH2:17][C:6]=2[CH:5]=1. The yield is 0.270. (2) The reactants are [Br:1][C:2]1[C:10]2[N:9]=[C:8]([CH3:11])[NH:7][C:6]=2[CH:5]=[C:4]([N:12]2[CH2:17][CH2:16][O:15][CH2:14][CH2:13]2)[CH:3]=1.C(=O)([O-])[O-].[K+].[K+].Br[CH2:25][C:26]1[CH:31]=[CH:30][CH:29]=[C:28]([C:32]([F:35])([F:34])[F:33])[C:27]=1[CH3:36].CCOC(C)=O. The catalyst is CN(C)C=O. The product is [Br:1][C:2]1[C:10]2[N:9]=[C:8]([CH3:11])[N:7]([CH2:25][C:26]3[CH:31]=[CH:30][CH:29]=[C:28]([C:32]([F:33])([F:34])[F:35])[C:27]=3[CH3:36])[C:6]=2[CH:5]=[C:4]([N:12]2[CH2:17][CH2:16][O:15][CH2:14][CH2:13]2)[CH:3]=1. The yield is 0.700.